Dataset: Forward reaction prediction with 1.9M reactions from USPTO patents (1976-2016). Task: Predict the product of the given reaction. (1) The product is: [CH2:1]([C:3]1[C:7]2[CH:8]=[N:9][C:10]([C:12](=[O:13])[CH3:23])=[CH:11][C:6]=2[N:5]([CH2:18][CH2:19][CH2:20][O:21][CH3:22])[CH:4]=1)[CH3:2]. Given the reactants [CH2:1]([C:3]1[C:7]2[CH:8]=[N:9][C:10]([C:12](N(OC)C)=[O:13])=[CH:11][C:6]=2[N:5]([CH2:18][CH2:19][CH2:20][O:21][CH3:22])[CH:4]=1)[CH3:2].[CH3:23][Mg]Br, predict the reaction product. (2) Given the reactants [CH2:1]([O:8][CH2:9][C@H:10]([CH3:29])[CH2:11][C:12]1[N:17]=[C:16]([C:18]2[CH:23]=[CH:22][C:21]([Cl:24])=[C:20]([Cl:25])[CH:19]=2)[C:15]([C:26]#[N:27])=[C:14](O)[N:13]=1)[C:2]1[CH:7]=[CH:6][CH:5]=[CH:4][CH:3]=1.O=P(Cl)(Cl)[Cl:32], predict the reaction product. The product is: [CH2:1]([O:8][CH2:9][C@H:10]([CH3:29])[CH2:11][C:12]1[N:13]=[C:14]([Cl:32])[C:15]([C:26]#[N:27])=[C:16]([C:18]2[CH:23]=[CH:22][C:21]([Cl:24])=[C:20]([Cl:25])[CH:19]=2)[N:17]=1)[C:2]1[CH:7]=[CH:6][CH:5]=[CH:4][CH:3]=1. (3) Given the reactants [Br:1][C:2]1[N:11]=[C:10]2[C:5]([CH:6]=[C:7]([OH:12])[N:8]=[CH:9]2)=[CH:4][CH:3]=1.Br[CH2:14][C:15]1[CH:16]=[C:17]([CH:22]=[CH:23][CH:24]=1)[C:18]([O:20][CH3:21])=[O:19].C(=O)([O-])[O-].[Cs+].[Cs+], predict the reaction product. The product is: [CH3:21][O:20][C:18](=[O:19])[C:17]1[CH:22]=[CH:23][CH:24]=[C:15]([CH2:14][N:8]2[C:7](=[O:12])[CH:6]=[C:5]3[C:10]([N:11]=[C:2]([Br:1])[CH:3]=[CH:4]3)=[CH:9]2)[CH:16]=1. (4) The product is: [CH3:1][C:2]1[N:3]=[C:4]([NH:11][C:12]([N:31]2[CH2:30][CH2:29][N:28]([C:24]3[CH:25]=[CH:26][CH:27]=[C:22]([Br:21])[CH:23]=3)[CH2:33][CH2:32]2)=[S:20])[C:5]([O:9][CH3:10])=[N:6][C:7]=1[CH3:8]. Given the reactants [CH3:1][C:2]1[N:3]=[C:4]([NH:11][C:12](=[S:20])OC2C=CC=CC=2)[C:5]([O:9][CH3:10])=[N:6][C:7]=1[CH3:8].[Br:21][C:22]1[CH:23]=[C:24]([N:28]2[CH2:33][CH2:32][NH:31][CH2:30][CH2:29]2)[CH:25]=[CH:26][CH:27]=1, predict the reaction product. (5) The product is: [O:28]1[CH2:29][CH2:30][N:25]([C:2]2[C:3]([O:8][C:9]3[CH:10]=[CH:11][C:12]([NH:15][C:16]4[NH:20][C:19]5[CH:21]=[CH:22][CH:23]=[CH:24][C:18]=5[N:17]=4)=[CH:13][CH:14]=3)=[N:4][CH:5]=[CH:6][N:7]=2)[CH2:26][CH2:27]1. Given the reactants Cl[C:2]1[C:3]([O:8][C:9]2[CH:14]=[CH:13][C:12]([NH:15][C:16]3[NH:20][C:19]4[CH:21]=[CH:22][CH:23]=[CH:24][C:18]=4[N:17]=3)=[CH:11][CH:10]=2)=[N:4][CH:5]=[CH:6][N:7]=1.[NH:25]1[CH2:30][CH2:29][O:28][CH2:27][CH2:26]1, predict the reaction product. (6) Given the reactants [Cl:1][C:2]1[CH:15]=[CH:14][C:5]2[S:6][C:7]([S:10](Cl)(=[O:12])=[O:11])=[C:8]([CH3:9])[C:4]=2[CH:3]=1.[CH3:16][N:17]1[CH2:22][CH2:21][CH:20]([C:23]2[C:31]3[C:26](=[CH:27][CH:28]=[C:29]([NH2:32])[CH:30]=3)[NH:25][N:24]=2)[CH2:19][CH2:18]1, predict the reaction product. The product is: [CH3:16][N:17]1[CH2:18][CH2:19][CH:20]([C:23]2[C:31]3[C:26](=[CH:27][CH:28]=[C:29]([NH:32][S:10]([C:7]4[S:6][C:5]5[CH:14]=[CH:15][C:2]([Cl:1])=[CH:3][C:4]=5[C:8]=4[CH3:9])(=[O:12])=[O:11])[CH:30]=3)[NH:25][N:24]=2)[CH2:21][CH2:22]1. (7) Given the reactants [Br:1][C:2]1[CH:3]=[C:4]([CH:13]=[C:14]([Br:17])[C:15]=1[Br:16])[CH2:5][N:6]1[CH:10]=[C:9]([CH:11]=O)[N:8]=[N:7]1.Cl.[NH2:19][OH:20].C(=O)([O-])[O-].[Na+].[Na+], predict the reaction product. The product is: [Br:1][C:2]1[CH:3]=[C:4]([CH:13]=[C:14]([Br:17])[C:15]=1[Br:16])[CH2:5][N:6]1[CH:10]=[C:9]([CH:11]=[N:19][OH:20])[N:8]=[N:7]1.